From a dataset of Reaction yield outcomes from USPTO patents with 853,638 reactions. Predict the reaction yield, written as a fraction of the theoretical maximum amount of product (1.0 means a 100% yield; for example, 0.34 means a 34% yield). (1) The yield is 0.750. The product is [CH3:34][N:18]([CH3:17])[CH2:19][CH2:20][CH2:21][NH:22][C:23]([C:25]1[C:29]([CH3:30])=[C:28]([CH:31]=[C:11]2[C:10]3[C:14](=[CH:15][C:7]([C:3]4[CH:2]=[N:1][CH:6]=[CH:5][CH:4]=4)=[CH:8][CH:9]=3)[NH:13][C:12]2=[O:16])[NH:27][C:26]=1[CH3:33])=[O:24]. No catalyst specified. The reactants are [N:1]1[CH:6]=[CH:5][CH:4]=[C:3]([C:7]2[CH:15]=[C:14]3[C:10]([CH2:11][C:12](=[O:16])[NH:13]3)=[CH:9][CH:8]=2)[CH:2]=1.[CH3:17][N:18]([CH3:34])[CH2:19][CH2:20][CH2:21][NH:22][C:23]([C:25]1[C:29]([CH3:30])=[C:28]([CH:31]=O)[NH:27][C:26]=1[CH3:33])=[O:24]. (2) The product is [Cl:1][C:2]1[CH:3]=[CH:4][C:5]([C:6]([C:8]2[CH:9]=[C:10]3[C:15](=[CH:16][CH:17]=2)[N:14]=[CH:13][CH:12]=[C:11]3[OH:21])=[O:7])=[CH:22][CH:23]=1. The catalyst is C(Cl)Cl. The yield is 0.710. The reactants are [Cl:1][C:2]1[CH:23]=[CH:22][C:5]([C:6]([C:8]2[CH:9]=[C:10]3[C:15](=[CH:16][CH:17]=2)[N:14]=[CH:13][C:12](C(O)=O)=[C:11]3[OH:21])=[O:7])=[CH:4][CH:3]=1.N1C2C(=CC=CC=2)C=CC=1.